Dataset: Full USPTO retrosynthesis dataset with 1.9M reactions from patents (1976-2016). Task: Predict the reactants needed to synthesize the given product. (1) Given the product [C:4]([C:6]1[CH:10]=[C:9]([CH2:11][CH3:12])[N:8]([CH2:13][CH3:14])[N:7]=1)(=[O:5])[CH3:16], predict the reactants needed to synthesize it. The reactants are: CON(C)[C:4]([C:6]1[CH:10]=[C:9]([CH2:11][CH3:12])[N:8]([CH2:13][CH3:14])[N:7]=1)=[O:5].[CH3:16][Mg]Br.C(O)C.Cl. (2) Given the product [Cl:1][C:2]1[CH:7]=[C:6]([O:13][CH2:11][CH3:12])[CH:5]=[CH:4][N:3]=1, predict the reactants needed to synthesize it. The reactants are: [Cl:1][C:2]1[CH:7]=[C:6]([N+]([O-])=O)[CH:5]=[CH:4][N:3]=1.[CH2:11]([O-:13])[CH3:12].[Na+].CC(=O)OCC. (3) Given the product [F:23][CH:24]1[CH2:27][N:26]([C:2]2[CH:3]=[C:4]([CH:8]3[C:17]([CH3:19])([CH3:18])[CH2:16][C:15]4[C:10](=[CH:11][CH:12]=[C:13]([C:20]([OH:22])=[O:21])[CH:14]=4)[NH:9]3)[CH:5]=[CH:6][CH:7]=2)[CH2:25]1, predict the reactants needed to synthesize it. The reactants are: Br[C:2]1[CH:3]=[C:4]([CH:8]2[C:17]([CH3:19])([CH3:18])[CH2:16][C:15]3[C:10](=[CH:11][CH:12]=[C:13]([C:20]([OH:22])=[O:21])[CH:14]=3)[NH:9]2)[CH:5]=[CH:6][CH:7]=1.[F:23][CH:24]1[CH2:27][NH:26][CH2:25]1.Cl.CN(C)CC(O)=O.C(=O)([O-])[O-].[K+].[K+].